Task: Regression/Classification. Given a drug SMILES string, predict its toxicity properties. Task type varies by dataset: regression for continuous values (e.g., LD50, hERG inhibition percentage) or binary classification for toxic/non-toxic outcomes (e.g., AMES mutagenicity, cardiotoxicity, hepatotoxicity). Dataset: clintox.. Dataset: Clinical trial toxicity outcomes and FDA approval status for drugs (1) The compound is CN(CCOc1ccc(CC2SC(=O)[N-]C2=O)cc1)c1ccccn1. The result is 0 (passed clinical trial). (2) The molecule is CC(C)[NH2+]C[C@H](O)COc1ccc(CCOCC2CC2)cc1. The result is 0 (passed clinical trial). (3) The compound is O=S([O-])([O-])=S. The result is 0 (passed clinical trial). (4) The molecule is COc1ccc([C@@H]2Sc3ccccc3N(CC[NH+](C)C)C(=O)[C@@H]2OC(C)=O)cc1. The result is 0 (passed clinical trial). (5) The molecule is [NH3+][C@@H](Cc1cc(I)c(Oc2cc(I)c([O-])c(I)c2)c(I)c1)C(=O)[O-]. The result is 0 (passed clinical trial). (6) The drug is CCOC(=O)Nc1ccc2c(c1)N(C(=O)CC[NH+]1CCOCC1)c1ccccc1S2. The result is 0 (passed clinical trial). (7) The compound is CC([NH3+])Cc1ccc(O)cc1. The result is 0 (passed clinical trial). (8) The compound is c1ccc2c(c1)CCCC2C1=[NH+]CCN1. The result is 0 (passed clinical trial). (9) The compound is CCC[NH+]1CCCC[C@H]1C(=O)Nc1c(C)cccc1C. The result is 0 (passed clinical trial). (10) The compound is C1=C/C(=C2\N=c3cnc4c(c3=N2)COCC4)NO1. The result is 0 (passed clinical trial).